This data is from Catalyst prediction with 721,799 reactions and 888 catalyst types from USPTO. The task is: Predict which catalyst facilitates the given reaction. Reactant: [F:1][C:2]([F:53])([F:52])[C:3]1[CH:8]=[CH:7][C:6]([C:9]2[C:10]([C:15]([NH:17][C:18]3[CH:19]=[C:20]4[C:24](=[CH:25][CH:26]=3)[N:23]([CH2:27][C:28]3[N:32]=[CH:31][N:30](C(C5C=CC=CC=5)(C5C=CC=CC=5)C5C=CC=CC=5)[N:29]=3)[CH2:22][CH2:21]4)=[O:16])=[CH:11][CH:12]=[CH:13][CH:14]=2)=[CH:5][CH:4]=1.Cl.C(OCC)(=O)C.O. Product: [NH:30]1[CH:31]=[N:32][C:28]([CH2:27][N:23]2[C:24]3[C:20](=[CH:19][C:18]([NH:17][C:15]([C:10]4[C:9]([C:6]5[CH:5]=[CH:4][C:3]([C:2]([F:53])([F:1])[F:52])=[CH:8][CH:7]=5)=[CH:14][CH:13]=[CH:12][CH:11]=4)=[O:16])=[CH:26][CH:25]=3)[CH2:21][CH2:22]2)=[N:29]1. The catalyst class is: 5.